Dataset: TCR-epitope binding with 47,182 pairs between 192 epitopes and 23,139 TCRs. Task: Binary Classification. Given a T-cell receptor sequence (or CDR3 region) and an epitope sequence, predict whether binding occurs between them. The epitope is SEETGTLIV. The TCR CDR3 sequence is CASSLIGTGSTDTQYF. Result: 0 (the TCR does not bind to the epitope).